This data is from Forward reaction prediction with 1.9M reactions from USPTO patents (1976-2016). The task is: Predict the product of the given reaction. (1) Given the reactants O.[OH-].[Li+].[F:4][C:5]1[CH:6]=[C:7]2[C:12](=[CH:13][CH:14]=1)[N:11]=[C:10]([C:15]([O:17]CC)=[O:16])[C:9]([OH:20])=[N:8]2.Cl, predict the reaction product. The product is: [F:4][C:5]1[CH:6]=[C:7]2[C:12](=[CH:13][CH:14]=1)[N:11]=[C:10]([C:15]([OH:17])=[O:16])[C:9]([OH:20])=[N:8]2. (2) The product is: [C:15]([O:14][C:13](=[O:19])[NH:12][C@@H:4]([CH2:5][C:6]1[CH:11]=[CH:10][CH:9]=[CH:8][CH:7]=1)[C@H:2]([OH:1])[CH2:3][NH:29][CH2:28][C:24]1[CH:25]=[CH:26][CH:27]=[C:22]([C:21]([F:20])([F:30])[F:31])[CH:23]=1)([CH3:18])([CH3:17])[CH3:16]. Given the reactants [O:1]1[CH2:3][C@@H:2]1[C@@H:4]([NH:12][C:13](=[O:19])[O:14][C:15]([CH3:18])([CH3:17])[CH3:16])[CH2:5][C:6]1[CH:11]=[CH:10][CH:9]=[CH:8][CH:7]=1.[F:20][C:21]([F:31])([F:30])[C:22]1[CH:23]=[C:24]([CH2:28][NH2:29])[CH:25]=[CH:26][CH:27]=1, predict the reaction product. (3) Given the reactants [CH2:1]([N:8]1[CH2:13][CH2:12][N:11]([CH2:14][CH2:15][C:16]2([C:21](O)=[O:22])[CH2:20][CH2:19][CH2:18][CH2:17]2)[CH2:10][CH2:9]1)[C:2]1[CH:7]=[CH:6][CH:5]=[CH:4][CH:3]=1.C(OC1C=CC2C(=CC=CC=2)[N:28]1C(OCC)=O)C.C([O-])(O)=O.[Na+], predict the reaction product. The product is: [CH2:1]([N:8]1[CH2:13][CH2:12][N:11]([CH2:14][CH2:15][C:16]2([C:21]([NH2:28])=[O:22])[CH2:17][CH2:18][CH2:19][CH2:20]2)[CH2:10][CH2:9]1)[C:2]1[CH:3]=[CH:4][CH:5]=[CH:6][CH:7]=1. (4) Given the reactants [F:1][C:2]1[CH:7]=[CH:6][C:5]([OH:8])=[CH:4][N:3]=1.[H-].[Na+].[Cl:11][C:12]1[CH:19]=[CH:18][C:17]([N+:20]([O-:22])=[O:21])=[CH:16][C:13]=1[CH2:14]Br.CO, predict the reaction product. The product is: [Cl:11][C:12]1[CH:19]=[CH:18][C:17]([N+:20]([O-:22])=[O:21])=[CH:16][C:13]=1[CH2:14][O:8][C:5]1[CH:6]=[CH:7][C:2]([F:1])=[N:3][CH:4]=1. (5) Given the reactants C1([C@H]2O[C@@H:11]([O:13][S:14]([C:17]3[CH:22]=[CH:21][C:20]([CH3:23])=[CH:19][CH:18]=3)(=[O:16])=[O:15])[CH2:10]CO2)C=CC=CC=1.Cl.[O:25]1CCOC[CH2:26]1.C([O-])(O)=[O:32].[Na+], predict the reaction product. The product is: [C:20]1([CH3:23])[CH:19]=[CH:18][C:17]([S:14]([O:13][CH:11]([CH2:10][OH:32])[CH2:26][OH:25])(=[O:15])=[O:16])=[CH:22][CH:21]=1. (6) Given the reactants [C:1]1([OH:7])[CH:6]=[CH:5][CH:4]=[CH:3][CH:2]=1.Br[CH2:9][CH2:10][CH2:11]Cl.C(=O)([O-])[O-].[K+].[K+].Cl.[CH3:20][C@@H:21]1[CH2:25][CH2:24][CH2:23][NH:22]1.[I-].[Na+], predict the reaction product. The product is: [CH3:9][C@@H:10]1[CH2:11][CH2:20][CH2:21][N:22]1[CH2:23][CH2:24][CH2:25][O:7][C:1]1[CH:6]=[CH:5][CH:4]=[CH:3][CH:2]=1. (7) Given the reactants C=[CH:2][C:3]1[CH:8]=[CH:7][CH:6]=[CH:5][CH:4]=1.[C:9](O)(=O)C=C.C(OCCO)(=O)C(C)=C.[CH3:23][OH:24].[OH-:25].[K+].C1C(C=O)=CC=C(C=O)C=1.[CH:37]1[CH:42]=[C:41]2[C:43]([C:45]3[C:50]([NH:51][C:40]2=[CH:39][CH:38]=1)=[CH:49][C:48]1[C:52]([C:54]2[C:59]([NH:60][C:47]=1[CH:46]=3)=[CH:58][CH:57]=[CH:56][CH:55]=2)=[O:53])=[O:44], predict the reaction product. The product is: [CH:56]1[CH:55]=[C:54]2[C:52]([C:48]3[C:47]([NH:60][C:59]2=[CH:58][CH:57]=1)=[CH:46][C:45]1[C:43]([C:41]2[C:40]([NH:51][C:50]=1[CH:49]=3)=[CH:39][CH:38]=[CH:37][CH:42]=2)=[O:44])=[O:53].[CH3:2][C:3]1[CH:8]=[CH:7][C:6]2[NH:60][C:47]3[C:48]([C:23](=[O:24])[C:5]=2[CH:4]=1)=[CH:49][C:50]1[NH:51][C:40]2[CH:39]=[CH:38][C:37]([CH3:9])=[CH:42][C:41]=2[C:43](=[O:25])[C:45]=1[CH:46]=3. (8) Given the reactants [O:1]=[C:2]1[N:11]([C:12]2[CH:13]=[C:14]([CH:19]=[CH:20][CH:21]=2)[C:15]([O:17]C)=[O:16])[C:10](=[O:22])[C:9]2[C:4](=[CH:5][CH:6]=[CH:7][CH:8]=2)[NH:3]1.[OH-].[Na+].O.Cl, predict the reaction product. The product is: [O:1]=[C:2]1[N:11]([C:12]2[CH:13]=[C:14]([CH:19]=[CH:20][CH:21]=2)[C:15]([OH:17])=[O:16])[C:10](=[O:22])[C:9]2[C:4](=[CH:5][CH:6]=[CH:7][CH:8]=2)[NH:3]1.